From a dataset of Full USPTO retrosynthesis dataset with 1.9M reactions from patents (1976-2016). Predict the reactants needed to synthesize the given product. (1) Given the product [Cl:18][C:5]1[C:6]([O:8][C:9]2[CH:14]=[CH:13][C:12]([CH3:15])=[CH:11][C:10]=2[O:16][CH3:17])=[CH:7][C:2]([C:20](=[O:26])[C:21]([O:23][CH2:24][CH3:25])=[O:22])=[C:3]([F:19])[CH:4]=1, predict the reactants needed to synthesize it. The reactants are: Br[C:2]1[CH:7]=[C:6]([O:8][C:9]2[CH:14]=[CH:13][C:12]([CH3:15])=[CH:11][C:10]=2[O:16][CH3:17])[C:5]([Cl:18])=[CH:4][C:3]=1[F:19].[C:20](OCC)(=[O:26])[C:21]([O:23][CH2:24][CH3:25])=[O:22]. (2) Given the product [CH3:12][C:7]([CH3:13])([CH2:8][C:9]([O:11][C@H:49]1[CH2:48][CH2:47][C@@:46]2([CH3:63])[C@@H:51]([CH2:52][CH2:53][C@:54]3([CH3:59])[C@@H:45]2[CH2:44][CH2:43][C@H:42]2[C@@:55]3([CH3:58])[CH2:56][CH2:57][C@@:40]3(/[CH:39]=[CH:38]/[C:37]([NH:36][C@H:34]([C:30]4[CH:31]=[CH:32][CH:33]=[C:28]([Cl:27])[CH:29]=4)[CH3:35])=[O:70])[CH2:66][CH2:65][C:64]([CH:67]([CH3:69])[CH3:68])=[C:41]32)[C:50]1([CH3:60])[CH3:61])=[O:10])[C:6]([O:5][C:1]([CH3:4])([CH3:2])[CH3:3])=[O:14], predict the reactants needed to synthesize it. The reactants are: [C:1]([O:5][C:6](=[O:14])[C:7]([CH3:13])([CH3:12])[CH2:8][C:9]([OH:11])=[O:10])([CH3:4])([CH3:3])[CH3:2].CCN=C=NCCCN(C)C.Cl.[Cl:27][C:28]1[CH:29]=[C:30]([C@@H:34]([NH:36][C:37](=[O:70])/[CH:38]=[CH:39]/[C@:40]23[CH2:66][CH2:65][C:64]([CH:67]([CH3:69])[CH3:68])=[C:41]2[C@@H:42]2[C@@:55]([CH3:58])([CH2:56][CH2:57]3)[C@@:54]3([CH3:59])[C@@H:45]([C@:46]4([CH3:63])[C@@H:51]([CH2:52][CH2:53]3)[C:50]([CH3:61])([CH3:60])[C@@H:49](O)[CH2:48][CH2:47]4)[CH2:44][CH2:43]2)[CH3:35])[CH:31]=[CH:32][CH:33]=1.O. (3) Given the product [F:11][C:3]1[CH:4]=[C:5]([N+:8]([O-:10])=[O:9])[CH:6]=[CH:7][C:2]=1[N:25]([CH2:26][CH2:27][O:28][CH2:29][CH2:30][CH3:31])[CH2:24][CH2:23][O:22][CH2:19][CH2:20][CH3:21], predict the reactants needed to synthesize it. The reactants are: F[C:2]1[CH:7]=[CH:6][C:5]([N+:8]([O-:10])=[O:9])=[CH:4][C:3]=1[F:11].CCN(CC)CC.[CH2:19]([O:22][CH2:23][CH2:24][NH:25][CH2:26][CH2:27][O:28][CH2:29][CH2:30][CH3:31])[CH2:20][CH3:21].C(Cl)Cl. (4) Given the product [OH:31][C@H:28]1[CH2:29][CH2:30][C@H:26]([O:1][C:2]2[C:7]3[C:8]([O:11][CH2:12][CH:13]4[CH2:14][CH2:15][N:16]([C:19]([O:21][C:22]([CH3:25])([CH3:24])[CH3:23])=[O:20])[CH2:17][CH2:18]4)=[N:9][O:10][C:6]=3[CH:5]=[CH:4][CH:3]=2)[CH2:27]1, predict the reactants needed to synthesize it. The reactants are: [OH:1][C:2]1[C:7]2[C:8]([O:11][CH2:12][CH:13]3[CH2:18][CH2:17][N:16]([C:19]([O:21][C:22]([CH3:25])([CH3:24])[CH3:23])=[O:20])[CH2:15][CH2:14]3)=[N:9][O:10][C:6]=2[CH:5]=[CH:4][CH:3]=1.[CH:26]1(O)[CH2:30][CH2:29][CH:28]([OH:31])[CH2:27]1.OCCC1CCN(C(OC(C)(C)C)=O)CC1. (5) Given the product [Cl:1][C:2]1[CH:8]=[C:7]([O:9][C:10]2[C:19]3[C:14](=[CH:15][C:16]([O:22][CH3:23])=[C:17]([O:20][CH3:21])[CH:18]=3)[N:13]=[CH:12][N:11]=2)[CH:6]=[CH:5][C:3]=1[NH:4][C:32]([NH:31][C:28]1[CH:29]=[CH:30][C:25]([F:24])=[CH:26][CH:27]=1)=[O:33], predict the reactants needed to synthesize it. The reactants are: [Cl:1][C:2]1[CH:8]=[C:7]([O:9][C:10]2[C:19]3[C:14](=[CH:15][C:16]([O:22][CH3:23])=[C:17]([O:20][CH3:21])[CH:18]=3)[N:13]=[CH:12][N:11]=2)[CH:6]=[CH:5][C:3]=1[NH2:4].[F:24][C:25]1[CH:30]=[CH:29][C:28]([N:31]=[C:32]=[O:33])=[CH:27][CH:26]=1. (6) Given the product [F:24][C:14]1[C:13]([C@@H:11]([C:8]2[N:6]3[N:7]=[C:2]([N:30]4[CH2:31][CH2:32][NH:27][C:28](=[O:33])[CH2:29]4)[CH:3]=[CH:4][C:5]3=[N:10][CH:9]=2)[CH3:12])=[C:21]([F:22])[CH:20]=[C:19]2[C:15]=1[CH:16]=[N:17][N:18]2[CH3:23], predict the reactants needed to synthesize it. The reactants are: Cl[C:2]1[CH:3]=[CH:4][C:5]2[N:6]([C:8]([C@H:11]([C:13]3[C:14]([F:24])=[C:15]4[C:19](=[CH:20][C:21]=3[F:22])[N:18]([CH3:23])[N:17]=[CH:16]4)[CH3:12])=[CH:9][N:10]=2)[N:7]=1.[F-].[K+].[NH:27]1[CH2:32][CH2:31][NH:30][CH2:29][C:28]1=[O:33].